From a dataset of Forward reaction prediction with 1.9M reactions from USPTO patents (1976-2016). Predict the product of the given reaction. (1) Given the reactants C([SiH](CC)CC)C.FC(F)(F)C(O)=O.C(OC([NH:22][C:23]1[CH:24]=[CH:25][C:26]2[N:27]([N:29]=[C:30]([C:44]3[CH:49]=[CH:48][CH:47]=[CH:46][CH:45]=3)[C:31]=2[CH:32](O)[C:33]2[N:38]=[C:37]([C:39]([O:41][CH3:42])=[O:40])[CH:36]=[CH:35][CH:34]=2)[CH:28]=1)=O)(C)(C)C.C(=O)(O)[O-].[Na+], predict the reaction product. The product is: [NH2:22][C:23]1[CH:24]=[CH:25][C:26]2[N:27]([N:29]=[C:30]([C:44]3[CH:45]=[CH:46][CH:47]=[CH:48][CH:49]=3)[C:31]=2[CH2:32][C:33]2[N:38]=[C:37]([C:39]([O:41][CH3:42])=[O:40])[CH:36]=[CH:35][CH:34]=2)[CH:28]=1. (2) Given the reactants C([O:8][CH2:9][C@@H:10]1[CH2:15][N:14]([CH3:16])[CH2:13][CH2:12][N:11]1[C:17]1[CH:18]=[CH:19][C:20]([O:41][C:42]([F:45])([F:44])[F:43])=[C:21]([NH:23][C:24]2[N:33]=[CH:32][C:31]3[CH2:30][CH2:29][C:28]4[C:34]([C:38]([NH2:40])=[O:39])=[N:35][N:36]([CH3:37])[C:27]=4[C:26]=3[N:25]=2)[CH:22]=1)C1C=CC=CC=1.B(Cl)(Cl)Cl.CO, predict the reaction product. The product is: [OH:8][CH2:9][C@@H:10]1[CH2:15][N:14]([CH3:16])[CH2:13][CH2:12][N:11]1[C:17]1[CH:18]=[CH:19][C:20]([O:41][C:42]([F:43])([F:44])[F:45])=[C:21]([NH:23][C:24]2[N:33]=[CH:32][C:31]3[CH2:30][CH2:29][C:28]4[C:34]([C:38]([NH2:40])=[O:39])=[N:35][N:36]([CH3:37])[C:27]=4[C:26]=3[N:25]=2)[CH:22]=1. (3) Given the reactants [CH3:1][C:2]([CH3:22])([O:4][C:5]([NH:7][C@@H:8]([C:19]([OH:21])=O)[CH2:9][C:10]1[CH:15]=[C:14]([Br:16])[C:13]([OH:17])=[C:12]([Br:18])[CH:11]=1)=[O:6])[CH3:3].CCN(C(C)C)C(C)C.CN(C(ON1N=NC2C=CC=CC1=2)=[N+](C)C)C.[B-](F)(F)(F)F.C1C=CC2N(O)N=NC=2C=1.[C:64]1([CH2:70][O:71][C:72]([NH:74][CH2:75][CH2:76][CH2:77][CH2:78][C@@H:79]([C:81]([N:83]2[CH2:88][CH2:87][N:86]([C:89]3[CH:94]=[CH:93][N:92]=[CH:91][CH:90]=3)[CH2:85][CH2:84]2)=[O:82])[NH2:80])=[O:73])[CH:69]=[CH:68][CH:67]=[CH:66][CH:65]=1, predict the reaction product. The product is: [CH3:22][C:2]([CH3:1])([O:4][C:5]([NH:7][C@@H:8]([C:19]([NH:80][C@H:79]([C:81]([N:83]1[CH2:84][CH2:85][N:86]([C:89]2[CH:90]=[CH:91][N:92]=[CH:93][CH:94]=2)[CH2:87][CH2:88]1)=[O:82])[CH2:78][CH2:77][CH2:76][CH2:75][NH:74][C:72]([O:71][CH2:70][C:64]1[CH:65]=[CH:66][CH:67]=[CH:68][CH:69]=1)=[O:73])=[O:21])[CH2:9][C:10]1[CH:11]=[C:12]([Br:18])[C:13]([OH:17])=[C:14]([Br:16])[CH:15]=1)=[O:6])[CH3:3]. (4) The product is: [CH3:14][C@@:13]12[CH2:15][CH2:16][C@H:17]3[C@@H:8]([CH2:7][CH2:6][C:5]4[CH:4]=[C:3]([OH:2])[CH:20]=[CH:19][C:18]=43)[C@@H:9]1[CH2:10][C@@H:11]([OH:21])[CH2:12]2. Given the reactants C[O:2][C:3]1[CH:20]=[CH:19][C:18]2[C@@H:17]3[C@H:8]([C@H:9]4[C@:13]([CH2:15][CH2:16]3)([CH3:14])[CH2:12][C@H:11]([OH:21])[CH2:10]4)[CH2:7][CH2:6][C:5]=2[CH:4]=1.[H-].C([Al+]CC(C)C)C(C)C.C(O)C.Cl, predict the reaction product. (5) Given the reactants Br[C:2]1[CH:13]=[CH:12][C:5]([O:6][SiH2]C(C)(C)C)=[CH:4][CH:3]=1.CCCCC.[Li]C(C)(C)C.[CH3:24][C:25]1[CH:30]=[CH:29][CH:28]=[C:27]([CH:31]=O)[N:26]=1.C([SiH](CC)CC)C.C(O)(C(F)(F)F)=O, predict the reaction product. The product is: [CH3:24][C:25]1[N:26]=[C:27]([CH2:31][C:2]2[CH:3]=[CH:4][C:5]([OH:6])=[CH:12][CH:13]=2)[CH:28]=[CH:29][CH:30]=1. (6) Given the reactants [Cl:1][C:2]1[CH:3]=[C:4]([NH:18][C:19]([C:21]2[CH:22]=[N:23][N:24]([C:27]3[CH:32]=[CH:31][C:30]([Cl:33])=[CH:29][CH:28]=3)[C:25]=2[CH3:26])=[O:20])[CH:5]=[N:6][C:7]=1[N:8]1[CH2:17][CH2:16][C:11]2(OCC[O:12]2)[CH2:10][CH2:9]1.Cl.O.[OH-].[Na+], predict the reaction product. The product is: [Cl:1][C:2]1[CH:3]=[C:4]([NH:18][C:19]([C:21]2[CH:22]=[N:23][N:24]([C:27]3[CH:28]=[CH:29][C:30]([Cl:33])=[CH:31][CH:32]=3)[C:25]=2[CH3:26])=[O:20])[CH:5]=[N:6][C:7]=1[N:8]1[CH2:17][CH2:16][C:11](=[O:12])[CH2:10][CH2:9]1. (7) Given the reactants [CH3:1][C:2]1[CH:7]=[CH:6][CH:5]=[C:4]([CH3:8])[C:3]=1[C:9]1[N:21]=[C:12]2[CH:13]=[CH:14][C:15]([C:17](OC)=[O:18])=[CH:16][N:11]2[N:10]=1.CC(C[AlH]CC(C)C)C, predict the reaction product. The product is: [CH3:1][C:2]1[CH:7]=[CH:6][CH:5]=[C:4]([CH3:8])[C:3]=1[C:9]1[N:21]=[C:12]2[CH:13]=[CH:14][C:15]([CH2:17][OH:18])=[CH:16][N:11]2[N:10]=1. (8) Given the reactants [CH3:1][N+:2]1([CH3:26])[C@@H:7]2[C@@H:8]3[O:10][C@@H:9]3[C@H:3]1[CH2:4][C@@H:5]([O:11][C:12]([C:14]([OH:25])([C:20]1[S:24][CH:23]=[CH:22][CH:21]=1)[C:15]1[S:19][CH:18]=[CH:17][CH:16]=1)=[O:13])[CH2:6]2.O.[Br-].C(=O)(O)[O-].[C:33]1([S:39]([OH:42])(=[O:41])=[O:40])[CH:38]=[CH:37][CH:36]=[CH:35][CH:34]=1, predict the reaction product. The product is: [CH3:1][N+:2]1([CH3:26])[C@@H:3]2[C@@H:9]3[O:10][C@@H:8]3[C@H:7]1[CH2:6][C@@H:5]([O:11][C:12]([C:14]([OH:25])([C:15]1[S:19][CH:18]=[CH:17][CH:16]=1)[C:20]1[S:24][CH:23]=[CH:22][CH:21]=1)=[O:13])[CH2:4]2.[C:33]1([S:39]([O-:42])(=[O:41])=[O:40])[CH:38]=[CH:37][CH:36]=[CH:35][CH:34]=1.[CH3:1][N+:2]1([CH3:26])[C@@H:3]2[C@@H:9]3[O:10][C@@H:8]3[C@H:7]1[CH2:6][C@@H:5]([O:11][C:12]([C:14]([OH:25])([C:15]1[S:19][CH:18]=[CH:17][CH:16]=1)[C:20]1[S:24][CH:23]=[CH:22][CH:21]=1)=[O:13])[CH2:4]2. (9) Given the reactants [Si:1]([O:18][CH2:19][C:20]1[C:21](=[O:26])[NH:22][CH:23]=[CH:24][CH:25]=1)([C:14]([CH3:17])([CH3:16])[CH3:15])([C:8]1[CH:13]=[CH:12][CH:11]=[CH:10][CH:9]=1)[C:2]1[CH:7]=[CH:6][CH:5]=[CH:4][CH:3]=1.F[C:28]1[CH:33]=[CH:32][C:31]([N+:34]([O-:36])=[O:35])=[CH:30][C:29]=1[CH3:37], predict the reaction product. The product is: [Si:1]([O:18][CH2:19][C:20]1[C:21](=[O:26])[N:22]([C:28]2[CH:33]=[CH:32][C:31]([N+:34]([O-:36])=[O:35])=[CH:30][C:29]=2[CH3:37])[CH:23]=[CH:24][CH:25]=1)([C:14]([CH3:17])([CH3:15])[CH3:16])([C:8]1[CH:13]=[CH:12][CH:11]=[CH:10][CH:9]=1)[C:2]1[CH:3]=[CH:4][CH:5]=[CH:6][CH:7]=1. (10) Given the reactants [Br:1][C:2]1[C:3]([O:9][C:10]2[C:11]([CH3:16])=[N:12][CH:13]=[CH:14][CH:15]=2)=[CH:4][C:5]([NH2:8])=[N:6][CH:7]=1.[C:17]([N:25]=[C:26]=[S:27])(=[O:24])[C:18]1[CH:23]=[CH:22][CH:21]=[CH:20][CH:19]=1, predict the reaction product. The product is: [C:17]([NH:25][C:26]([NH:8][C:5]1[CH:4]=[C:3]([O:9][C:10]2[C:11]([CH3:16])=[N:12][CH:13]=[CH:14][CH:15]=2)[C:2]([Br:1])=[CH:7][N:6]=1)=[S:27])(=[O:24])[C:18]1[CH:23]=[CH:22][CH:21]=[CH:20][CH:19]=1.